From a dataset of Full USPTO retrosynthesis dataset with 1.9M reactions from patents (1976-2016). Predict the reactants needed to synthesize the given product. (1) The reactants are: [NH2:1][C:2]1[CH:3]=[CH:4][C:5]([C:36]2[CH:41]=[CH:40][C:39]([Cl:42])=[CH:38][CH:37]=2)=[C:6]([CH:35]=1)[CH2:7][O:8][C:9]1[CH:14]=[CH:13][C:12]([C:15]2[N:19]([CH:20]3[CH2:25][CH2:24][CH2:23][CH2:22][CH2:21]3)[C:18]3[CH:26]=[CH:27][C:28]([C:30]([O:32][CH3:33])=[O:31])=[CH:29][C:17]=3[N:16]=2)=[C:11]([F:34])[CH:10]=1.C(N(CC)CC)C.Cl[CH2:51][CH2:52][CH2:53][C:54](Cl)=[O:55].O. Given the product [Cl:42][C:39]1[CH:40]=[CH:41][C:36]([C:5]2[CH:4]=[CH:3][C:2]([N:1]3[CH2:51][CH2:52][CH2:53][C:54]3=[O:55])=[CH:35][C:6]=2[CH2:7][O:8][C:9]2[CH:14]=[CH:13][C:12]([C:15]3[N:19]([CH:20]4[CH2:25][CH2:24][CH2:23][CH2:22][CH2:21]4)[C:18]4[CH:26]=[CH:27][C:28]([C:30]([O:32][CH3:33])=[O:31])=[CH:29][C:17]=4[N:16]=3)=[C:11]([F:34])[CH:10]=2)=[CH:37][CH:38]=1, predict the reactants needed to synthesize it. (2) Given the product [N:17]([CH2:3][C:4]([C:6]1[CH:11]=[CH:10][C:9]([N:12]2[CH:16]=[CH:15][N:14]=[CH:13]2)=[CH:8][CH:7]=1)=[O:5])=[N+:18]=[N-:19], predict the reactants needed to synthesize it. The reactants are: Br.Br[CH2:3][C:4]([C:6]1[CH:11]=[CH:10][C:9]([N:12]2[CH:16]=[CH:15][N:14]=[CH:13]2)=[CH:8][CH:7]=1)=[O:5].[N-:17]=[N+:18]=[N-:19].[Na+].C(=O)([O-])O.[Na+]. (3) Given the product [Cl:39][C:40]1[C:45]([F:46])=[C:44]([B:30]2[O:31][C:32]([CH3:37])([CH3:38])[C:33]([CH3:35])([CH3:36])[O:34]2)[CH:43]=[CH:42][N:41]=1.[Cl:39][C:40]1[C:45]([F:46])=[CH:44][C:43]([B:21]2[O:25][C:24]([CH3:27])([CH3:26])[C:23]([CH3:29])([CH3:28])[O:22]2)=[CH:42][N:41]=1, predict the reactants needed to synthesize it. The reactants are: CC(C1C=CN=C(C2C=C(C(C)(C)C)C=CN=2)C=1)(C)C.[B:21]1([B:30]2[O:34][C:33]([CH3:36])([CH3:35])[C:32]([CH3:38])([CH3:37])[O:31]2)[O:25][C:24]([CH3:27])([CH3:26])[C:23]([CH3:29])([CH3:28])[O:22]1.[Cl:39][C:40]1[C:45]([F:46])=[CH:44][CH:43]=[CH:42][N:41]=1. (4) Given the product [NH2:13][C:4]1[CH:5]=[C:6]([S:8]([CH2:11][CH3:12])(=[O:10])=[O:9])[CH:7]=[C:2]([Br:1])[C:3]=1[OH:16], predict the reactants needed to synthesize it. The reactants are: [Br:1][C:2]1[CH:7]=[C:6]([S:8]([CH2:11][CH3:12])(=[O:10])=[O:9])[CH:5]=[C:4]([N+:13]([O-])=O)[C:3]=1[OH:16].C(O)C. (5) Given the product [Cl:1][C:2]1[N:7]=[C:6]([C:8]2[CH:14]=[CH:13][C:11]([NH:12][C:16](=[O:17])[CH:20]([CH3:22])[CH3:21])=[CH:10][CH:9]=2)[CH:5]=[CH:4][N:3]=1, predict the reactants needed to synthesize it. The reactants are: [Cl:1][C:2]1[N:7]=[C:6]([C:8]2[CH:14]=[CH:13][C:11]([NH2:12])=[CH:10][CH:9]=2)[CH:5]=[CH:4][N:3]=1.C[C:16]1(C)[C:20]([CH3:22])([CH3:21])OB(C2C=CC(N)=CC=2)[O:17]1.ClC1N=C(Cl)C=CN=1.C([O-])(O)=O.[Na+]. (6) Given the product [NH2:1][C:2]1[CH:7]=[CH:6][C:5]([S:8]([NH:11][C:12]2[CH:17]=[CH:16][CH:15]=[C:14]([NH:18][C:19]3[N:24]=[C:23]([C:25]4[C:33]5[C:28](=[CH:29][CH:30]=[CH:31][CH:32]=5)[N:27]([S:34]([C:37]5[CH:42]=[CH:41][CH:40]=[CH:39][CH:38]=5)(=[O:36])=[O:35])[CH:26]=4)[C:22]([C:79]#[N:81])=[CH:21][N:20]=3)[CH:13]=2)(=[O:10])=[O:9])=[CH:4][CH:3]=1, predict the reactants needed to synthesize it. The reactants are: [NH2:1][C:2]1[CH:7]=[CH:6][C:5]([S:8]([NH:11][C:12]2[CH:17]=[CH:16][CH:15]=[C:14]([NH:18][C:19]3[N:24]=[C:23]([C:25]4[C:33]5[C:28](=[CH:29][CH:30]=[CH:31][CH:32]=5)[N:27]([S:34]([C:37]5[CH:42]=[CH:41][CH:40]=[CH:39][CH:38]=5)(=[O:36])=[O:35])[CH:26]=4)[C:22](Cl)=[CH:21][N:20]=3)[CH:13]=2)(=[O:10])=[O:9])=[CH:4][CH:3]=1.CC(C1C=C(C(C)C)C(C2C=CC=CC=2P(C2CCCCC2)C2CCCCC2)=C(C(C)C)C=1)C.C[C:79]([N:81](C)C)=O. (7) The reactants are: FC1C=C(C2C3[CH:20]([CH2:21][C:22]([NH:24][CH3:25])=O)CCC=3C=NC=2)C=CC=1C(F)(F)F.FC1C=C(C2C3CCC(CC(O)=O)C=3C=NC=2)C=CC=1C(F)(F)F.[F:50][C:51]1[CH:56]=[C:55]([C:57]([F:60])([F:59])[F:58])[CH:54]=[CH:53][C:52]=1[C:61]1[C:62]2[CH:69]([CH2:70][C:71]([OH:73])=O)[CH2:68][CH2:67][C:63]=2[CH:64]=[N:65][CH:66]=1.CN.N1CCCC1. Given the product [F:50][C:51]1[CH:56]=[C:55]([C:57]([F:59])([F:60])[F:58])[CH:54]=[CH:53][C:52]=1[C:61]1[C:62]2[CH:69]([CH2:70][C:71]([N:24]3[CH2:22][CH2:21][CH2:20][CH2:25]3)=[O:73])[CH2:68][CH2:67][C:63]=2[CH:64]=[N:65][CH:66]=1, predict the reactants needed to synthesize it.